From a dataset of Forward reaction prediction with 1.9M reactions from USPTO patents (1976-2016). Predict the product of the given reaction. (1) Given the reactants Cl[C:2]1[N:7]=[CH:6][N:5]=[C:4]2[N:8]([C:11]3[C:16]([Cl:17])=[CH:15][CH:14]=[CH:13][N:12]=3)[N:9]=[CH:10][C:3]=12.CS([O-])=O.[Na+].[H-].[Na+].[OH:25][C@@H:26]([CH2:37][CH2:38][O:39][CH3:40])[C:27]([NH:29][C:30]1[CH:35]=[CH:34][C:33]([CH3:36])=[CH:32][N:31]=1)=[O:28], predict the reaction product. The product is: [Cl:17][C:16]1[C:11]([N:8]2[C:4]3=[N:5][CH:6]=[N:7][C:2]([O:25][C@@H:26]([CH2:37][CH2:38][O:39][CH3:40])[C:27]([NH:29][C:30]4[CH:35]=[CH:34][C:33]([CH3:36])=[CH:32][N:31]=4)=[O:28])=[C:3]3[CH:10]=[N:9]2)=[N:12][CH:13]=[CH:14][CH:15]=1. (2) Given the reactants [Br:1]Br.[CH:3]1([O:8][C:9]2[C:17]3[O:16][CH:15]=[CH:14][C:13]=3[CH:12]=[CH:11][C:10]=2[O:18][CH3:19])[CH2:7][CH2:6][CH2:5][CH2:4]1.C(=S)=S.[O-]CC.[Na+], predict the reaction product. The product is: [Br:1][C:14]1[C:13]2[CH:12]=[CH:11][C:10]([O:18][CH3:19])=[C:9]([O:8][CH:3]3[CH2:4][CH2:5][CH2:6][CH2:7]3)[C:17]=2[O:16][CH:15]=1. (3) Given the reactants [N+:1]([C:4]1[CH:5]=[N:6][CH:7]=[CH:8][C:9]=1[CH2:10][CH2:11][OH:12])([O-])=O.[H][H], predict the reaction product. The product is: [NH2:1][C:4]1[CH:5]=[N:6][CH:7]=[CH:8][C:9]=1[CH2:10][CH2:11][OH:12]. (4) Given the reactants [O-:1][Mn](=O)(=O)=O.[K+].[Cl:7][C:8]1[CH:13]=[N:12][C:11]([C:14]2[O:15]C=CC=2)=[CH:10][N:9]=1, predict the reaction product. The product is: [Cl:7][C:8]1[N:9]=[CH:10][C:11]([C:14]([OH:15])=[O:1])=[N:12][CH:13]=1. (5) Given the reactants [CH2:1]=[CH:2][C:3]1[CH:8]=[CH:7][CH:6]=[CH:5][CH:4]=1.OS(C(F)(F)F)(=O)=O.[CH:17]1[C:22]([OH:23])=[CH:21][CH:20]=[C:19]([CH3:24])[CH:18]=1, predict the reaction product. The product is: [CH:1]([C:21]1[C:22]([OH:23])=[C:17]([CH:1]=[CH:2][C:3]2[CH:8]=[CH:7][CH:6]=[CH:5][CH:4]=2)[CH:18]=[C:19]([CH3:24])[CH:20]=1)=[CH:2][C:3]1[CH:8]=[CH:7][CH:6]=[CH:5][CH:4]=1. (6) Given the reactants [Br:1][C:2]1[CH:3]=[C:4]([CH2:9]Br)[C:5]([I:8])=[N:6][CH:7]=1.C([O-])([O-])=[O:12].[Ca+2], predict the reaction product. The product is: [Br:1][C:2]1[CH:3]=[C:4]([CH2:9][OH:12])[C:5]([I:8])=[N:6][CH:7]=1. (7) Given the reactants CCOC(/N=N/C(OCC)=O)=O.[Br:13][C:14]1[CH:15]=[C:16]([N:20]2[C:24](O)=[C:23]([CH2:26][CH2:27][CH2:28][OH:29])[C:22]([C:30]([O:32][CH2:33][CH3:34])=[O:31])=[N:21]2)[CH:17]=[CH:18][CH:19]=1.C1C=CC(P(C2C=CC=CC=2)C2C=CC=CC=2)=CC=1, predict the reaction product. The product is: [Br:13][C:14]1[CH:15]=[C:16]([N:20]2[C:24]3[O:29][CH2:28][CH2:27][CH2:26][C:23]=3[C:22]([C:30]([O:32][CH2:33][CH3:34])=[O:31])=[N:21]2)[CH:17]=[CH:18][CH:19]=1.